Dataset: Catalyst prediction with 721,799 reactions and 888 catalyst types from USPTO. Task: Predict which catalyst facilitates the given reaction. (1) Reactant: [CH3:1][C:2]1[CH:11]=[CH:10][C:9]2[C:4](=[C:5]([OH:12])[CH:6]=[CH:7][CH:8]=2)[N:3]=1.C1C=CC(P(C2C=CC=CC=2)C2C=CC=CC=2)=CC=1.[CH3:32][O:33][CH2:34][CH:35](O)[CH2:36][O:37][CH3:38].CC(OC(/N=N/C(OC(C)C)=O)=O)C.Cl. Product: [CH3:32][O:33][CH2:34][CH:35]([O:12][C:5]1[CH:6]=[CH:7][CH:8]=[C:9]2[C:4]=1[N:3]=[C:2]([CH3:1])[CH:11]=[CH:10]2)[CH2:36][O:37][CH3:38]. The catalyst class is: 375. (2) Reactant: [Cr](Cl)([O-])(=O)=O.[NH+]1C=CC=CC=1.[F:12][C:13]1[C:14]([CH2:26][OH:27])=[C:15]([NH:19][C:20](=[O:25])[C:21]([CH3:24])([CH3:23])[CH3:22])[CH:16]=[CH:17][CH:18]=1. Product: [F:12][C:13]1[C:14]([CH:26]=[O:27])=[C:15]([NH:19][C:20](=[O:25])[C:21]([CH3:24])([CH3:22])[CH3:23])[CH:16]=[CH:17][CH:18]=1. The catalyst class is: 2.